From a dataset of Catalyst prediction with 721,799 reactions and 888 catalyst types from USPTO. Predict which catalyst facilitates the given reaction. Reactant: [CH3:1][C:2]([O:5][C:6]([N:8]1[CH2:11][CH2:10][C@H:9]1[C:12]([OH:14])=O)=[O:7])([CH3:4])[CH3:3].CN(C(ON1N=NC2C=CC=NC1=2)=[N+](C)C)C.F[P-](F)(F)(F)(F)F.CCN(C(C)C)C(C)C.FC(F)(F)C(O)=O.[NH2:55][C@@H:56]([CH2:63][CH:64]([CH3:66])[CH3:65])/[CH:57]=[CH:58]/[C:59]([O:61][CH3:62])=[O:60]. Product: [CH3:62][O:61][C:59](=[O:60])/[CH:58]=[CH:57]/[C@@H:56]([NH:55][C:12]([C@@H:9]1[CH2:10][CH2:11][N:8]1[C:6]([O:5][C:2]([CH3:1])([CH3:3])[CH3:4])=[O:7])=[O:14])[CH2:63][CH:64]([CH3:66])[CH3:65]. The catalyst class is: 606.